This data is from Full USPTO retrosynthesis dataset with 1.9M reactions from patents (1976-2016). The task is: Predict the reactants needed to synthesize the given product. (1) Given the product [Cl:1][C:2]1[CH:10]=[CH:9][CH:8]=[C:7]2[C:3]=1[C:4]([C:15]([NH:51][CH2:52][C:53]1([OH:60])[CH2:58][CH2:57][CH2:56][CH:55]([CH3:59])[CH2:54]1)=[O:17])=[CH:5][N:6]2[CH:11]1[CH2:12][O:13][CH2:14]1, predict the reactants needed to synthesize it. The reactants are: [Cl:1][C:2]1[CH:10]=[CH:9][CH:8]=[C:7]2[C:3]=1[C:4]([C:15]([OH:17])=O)=[CH:5][N:6]2[CH:11]1[CH2:14][O:13][CH2:12]1.CN(C(ON1N=NC2C=CC=NC1=2)=[N+](C)C)C.F[P-](F)(F)(F)(F)F.CCN(C(C)C)C(C)C.[NH2:51][CH2:52][C:53]1([OH:60])[CH2:58][CH2:57][CH2:56][CH:55]([CH3:59])[CH2:54]1. (2) Given the product [Cl:1][C:2]1[CH:3]=[CH:4][C:5]([C@H:8]2[N:15]3[C:11]([S:12][C:13]([C:19]([N:21]4[C@H:28]([CH3:29])[CH2:27][CH2:26][C@H:22]4[C:23]([N:44]4[CH2:45][CH2:46][C@H:42]([N:41]([CH:38]5[CH2:40][CH2:39]5)[CH3:47])[CH2:43]4)=[O:24])=[O:20])=[C:14]3[CH:16]([CH3:18])[CH3:17])=[N:10][C@:9]2([C:31]2[CH:36]=[CH:35][C:34]([Cl:37])=[CH:33][CH:32]=2)[CH3:30])=[CH:6][CH:7]=1, predict the reactants needed to synthesize it. The reactants are: [Cl:1][C:2]1[CH:7]=[CH:6][C:5]([C@H:8]2[N:15]3[C:11]([S:12][C:13]([C:19]([N:21]4[C@H:28]([CH3:29])[CH2:27][CH2:26][C@H:22]4[C:23](O)=[O:24])=[O:20])=[C:14]3[CH:16]([CH3:18])[CH3:17])=[N:10][C@:9]2([C:31]2[CH:36]=[CH:35][C:34]([Cl:37])=[CH:33][CH:32]=2)[CH3:30])=[CH:4][CH:3]=1.[CH:38]1([N:41]([CH3:47])[C@@H:42]2[CH2:46][CH2:45][NH:44][CH2:43]2)[CH2:40][CH2:39]1.